Dataset: hERG potassium channel inhibition data for cardiac toxicity prediction from Karim et al.. Task: Regression/Classification. Given a drug SMILES string, predict its toxicity properties. Task type varies by dataset: regression for continuous values (e.g., LD50, hERG inhibition percentage) or binary classification for toxic/non-toxic outcomes (e.g., AMES mutagenicity, cardiotoxicity, hepatotoxicity). Dataset: herg_karim. (1) The drug is FC1CC[N+]CC1c1c(-c2ccccc2)[nH]c2ccccc12. The result is 1 (blocker). (2) The compound is N#C[C@H]1CCOC[C@@H]1n1cc(C(N)=O)c(Nc2ccc(F)cc2)n1. The result is 0 (non-blocker). (3) The molecule is NC1(C(=O)NC(c2ccc(Cl)cc2)C2CC2)CCCN(c2ncnc3[nH]ccc23)C1. The result is 1 (blocker). (4) The molecule is N#Cc1ccc(-c2ccc(C[C@@H](C#N)NC(=O)C3(N)CCCCC3)cc2)cc1. The result is 1 (blocker). (5) The compound is CC(C)=CCn1c(N2CCCNCC2)c(C#N)c2c1c(=O)n(Cc1nc(C)c3ccccc3n1)c(=O)n2C. The result is 1 (blocker). (6) The result is 1 (blocker). The drug is CCOc1cc(CCN2CCC(Nc3nc4ccccc4o3)CC2)ccc1OC. (7) The compound is CC12CCC(=O)C=C1C=CC1C2CCC2(C)C1CCC2(O)CCC(=O)O. The result is 0 (non-blocker). (8) The molecule is CC(C)CO/N=C/COc1ccc(CN2CCC(NC(=O)c3cc(=O)c4ccc(F)cc4o3)CC2)cc1F. The result is 1 (blocker). (9) The molecule is CC1CCCN1CCCOc1ccc(-c2ccc(=O)n(C)n2)cc1. The result is 0 (non-blocker). (10) The molecule is Cc1ccc(COC(=O)N2CCC(CNc3ncccn3)CC2)cc1. The result is 0 (non-blocker).